This data is from Catalyst prediction with 721,799 reactions and 888 catalyst types from USPTO. The task is: Predict which catalyst facilitates the given reaction. Reactant: [Br:1][C:2]1[CH:7]=[CH:6][C:5]([F:8])=[CH:4][C:3]=1[OH:9].C(=O)([O-])[O-].[K+].[K+].FC(F)(F)S(O[CH2:22][C:23]([F:26])([F:25])[F:24])(=O)=O. Product: [Br:1][C:2]1[CH:7]=[CH:6][C:5]([F:8])=[CH:4][C:3]=1[O:9][CH2:22][C:23]([F:26])([F:25])[F:24]. The catalyst class is: 444.